This data is from Forward reaction prediction with 1.9M reactions from USPTO patents (1976-2016). The task is: Predict the product of the given reaction. (1) Given the reactants [CH:1]([O:8][CH2:9][CH3:10])([O:5][CH2:6][CH3:7])OCC.B(F)(F)F.[O:15]=[C:16]1[C:40]2[C:35](=[CH:36][CH:37]=[CH:38][CH:39]=2)[O:34][C:18]2([CH2:23][CH2:22][N:21]([C:24]([O:26][CH2:27][C:28]3[CH:33]=[CH:32][CH:31]=[CH:30][CH:29]=3)=[O:25])[CH2:20][CH2:19]2)[CH2:17]1.C(N(C(C)C)C(C)C)C, predict the reaction product. The product is: [CH2:9]([O:8][CH:1]([O:5][CH2:6][CH3:7])[CH:17]1[C:18]2([CH2:23][CH2:22][N:21]([C:24]([O:26][CH2:27][C:28]3[CH:29]=[CH:30][CH:31]=[CH:32][CH:33]=3)=[O:25])[CH2:20][CH2:19]2)[O:34][C:35]2[C:40](=[CH:39][CH:38]=[CH:37][CH:36]=2)[C:16]1=[O:15])[CH3:10]. (2) Given the reactants [H-].[Na+].C(OP([CH2:11][C:12]([O:14][CH2:15][CH3:16])=[O:13])(OCC)=O)C.[CH2:17]([O:21][C:22]1[CH:29]=[CH:28][CH:27]=[CH:26][C:23]=1[CH:24]=O)[CH:18]([CH3:20])[CH3:19].C(OCC)(=O)C, predict the reaction product. The product is: [CH2:17]([O:21][C:22]1[CH:29]=[CH:28][CH:27]=[CH:26][C:23]=1[CH:24]=[CH:11][C:12]([O:14][CH2:15][CH3:16])=[O:13])[CH:18]([CH3:20])[CH3:19].